Dataset: Full USPTO retrosynthesis dataset with 1.9M reactions from patents (1976-2016). Task: Predict the reactants needed to synthesize the given product. (1) Given the product [OH:11][C:12]1[CH:19]=[CH:18][CH:17]=[CH:16][C:13]=1[C:14]1[NH:15][N:9]=[N:8][N:7]=1, predict the reactants needed to synthesize it. The reactants are: [Cl-].C([Al+]CC)C.[N-:7]=[N+:8]=[N-:9].[Na+].[OH:11][C:12]1[CH:19]=[CH:18][CH:17]=[CH:16][C:13]=1[C:14]#[N:15].[Na+].[Cl-]. (2) Given the product [CH:1]1([N:4]2[C:8]3[CH:9]=[C:10]([N:13]4[CH:18]=[C:17]([C:19]([OH:21])=[O:20])[C:16](=[O:24])[N:15]([C@H:25]5[C:33]6[C:28](=[C:29]([C:34]([F:36])([F:37])[F:35])[CH:30]=[CH:31][CH:32]=6)[CH2:27][CH2:26]5)[C:14]4=[O:38])[CH:11]=[CH:12][C:7]=3[N:6]([CH3:39])[C:5]2=[O:40])[CH2:3][CH2:2]1, predict the reactants needed to synthesize it. The reactants are: [CH:1]1([N:4]2[C:8]3[CH:9]=[C:10]([N:13]4[CH:18]=[C:17]([C:19]([O:21]CC)=[O:20])[C:16](=[O:24])[N:15]([C@H:25]5[C:33]6[C:28](=[C:29]([C:34]([F:37])([F:36])[F:35])[CH:30]=[CH:31][CH:32]=6)[CH2:27][CH2:26]5)[C:14]4=[O:38])[CH:11]=[CH:12][C:7]=3[N:6]([CH3:39])[C:5]2=[O:40])[CH2:3][CH2:2]1. (3) Given the product [C:1]([C:3]1[CH:4]=[C:5]([C:14]2[CH:15]=[C:16]([CH:21]=[CH:22][N:23]=2)[C:17]([OH:19])=[O:18])[CH:6]=[CH:7][C:8]=1[N:9]1[CH:13]=[CH:12][CH:11]=[CH:10]1)#[N:2], predict the reactants needed to synthesize it. The reactants are: [C:1]([C:3]1[CH:4]=[C:5]([C:14]2[CH:15]=[C:16]([CH:21]=[CH:22][N:23]=2)[C:17]([O:19]C)=[O:18])[CH:6]=[CH:7][C:8]=1[N:9]1[CH:13]=[CH:12][CH:11]=[CH:10]1)#[N:2].Cl.